Dataset: Forward reaction prediction with 1.9M reactions from USPTO patents (1976-2016). Task: Predict the product of the given reaction. (1) Given the reactants [Cl:1][C:2]1[CH:3]=[CH:4][C:5]([S:23]([CH2:26][CH3:27])(=[O:25])=[O:24])=[C:6]([CH2:8][NH:9][C:10](=[O:22])[C:11]2[CH:16]=[CH:15][C:14]([OH:17])=[C:13]([C:18]([F:21])([F:20])[F:19])[CH:12]=2)[CH:7]=1.O[C@H:29]1[CH2:34][CH2:33][CH2:32][N:31](C(OC(C)(C)C)=O)[CH2:30]1, predict the reaction product. The product is: [Cl:1][C:2]1[CH:3]=[CH:4][C:5]([S:23]([CH2:26][CH3:27])(=[O:25])=[O:24])=[C:6]([CH2:8][NH:9][C:10](=[O:22])[C:11]2[CH:16]=[CH:15][C:14]([O:17][C@@H:29]3[CH2:34][CH2:33][CH2:32][NH:31][CH2:30]3)=[C:13]([C:18]([F:21])([F:19])[F:20])[CH:12]=2)[CH:7]=1. (2) The product is: [C:1]1([O:11][CH2:12][CH2:13][CH2:14][N:15]2[C:23]3[C:18](=[C:19]([C:24]4[CH:29]=[CH:28][CH:27]=[CH:26][C:25]=4[CH3:30])[CH:20]=[CH:21][CH:22]=3)[CH:17]=[C:16]2[C:31]#[N:54])[C:10]2[C:5](=[CH:6][CH:7]=[CH:8][CH:9]=2)[CH:4]=[CH:3][CH:2]=1. Given the reactants [C:1]1([O:11][CH2:12][CH2:13][CH2:14][N:15]2[C:23]3[C:18](=[C:19]([C:24]4[CH:29]=[CH:28][CH:27]=[CH:26][C:25]=4[CH3:30])[CH:20]=[CH:21][CH:22]=3)[CH:17]=[C:16]2[C:31](=O)CC(OCC)=O)[C:10]2[C:5](=[CH:6][CH:7]=[CH:8][CH:9]=2)[CH:4]=[CH:3][CH:2]=1.FC(F)(F)C(OC(=O)C(F)(F)F)=O.C([N:54](CC)CC)C, predict the reaction product. (3) Given the reactants [C:1]([C:3]1[CH:8]=[CH:7][C:6]([CH:9]2[C:18]3[C:13](=[CH:14][CH:15]=[N:16][C:17]=3[O:19][CH2:20][CH3:21])[NH:12][C:11]([CH3:22])=[C:10]2[C:23]([OH:25])=O)=[C:5]([O:26][CH3:27])[CH:4]=1)#[N:2].C([N:30]1[CH:34]=[CH:33][N:32]=[CH:31]1)([N:30]1[CH:34]=[CH:33][N:32]=[CH:31]1)=O, predict the reaction product. The product is: [CH2:20]([O:19][C:17]1[N:16]=[CH:15][CH:14]=[C:13]2[C:18]=1[CH:9]([C:6]1[CH:7]=[CH:8][C:3]([C:1]#[N:2])=[CH:4][C:5]=1[O:26][CH3:27])[C:10]([C:23]([N:30]1[CH:34]=[CH:33][N:32]=[CH:31]1)=[O:25])=[C:11]([CH3:22])[NH:12]2)[CH3:21]. (4) Given the reactants [Br:1][C:2]1[CH:3]=[C:4]([CH2:8][CH2:9][CH2:10]O)[CH:5]=[CH:6][CH:7]=1.[CH2:12]([N:14](CC)CC)C.C1(C)C=CC(S(Cl)(=O)=O)=CC=1, predict the reaction product. The product is: [Br:1][C:2]1[CH:3]=[C:4]([CH2:8][CH2:9][CH2:10][C:12]#[N:14])[CH:5]=[CH:6][CH:7]=1. (5) Given the reactants [Cl:1][C:2]1[CH:7]=[CH:6][C:5]([C:8]2=[N:9][C@@H:10]([CH2:24][C:25]([O:27]C)=[O:26])[C:11]3[N:12]([C:20]([CH3:23])=[N:21][N:22]=3)[C:13]3[S:17][C:16]([CH3:18])=[C:15]([CH3:19])[C:14]2=3)=[CH:4][CH:3]=1.O.[OH-].[Li+].Cl, predict the reaction product. The product is: [Cl:1][C:2]1[CH:3]=[CH:4][C:5]([C:8]2=[N:9][C@@H:10]([CH2:24][C:25]([OH:27])=[O:26])[C:11]3[N:12]([C:20]([CH3:23])=[N:21][N:22]=3)[C:13]3[S:17][C:16]([CH3:18])=[C:15]([CH3:19])[C:14]2=3)=[CH:6][CH:7]=1.